From a dataset of Full USPTO retrosynthesis dataset with 1.9M reactions from patents (1976-2016). Predict the reactants needed to synthesize the given product. (1) Given the product [Br:33][C:6]1[C:5]2[C:14](=[CH:1][CH:2]=[CH:3][CH:4]=2)[C:13]([C:15]2[CH:20]=[C:19]([C:21]3[CH:26]=[CH:25][CH:24]=[CH:23][N:22]=3)[N:18]=[C:17]([C:27]3[CH:32]=[CH:31][CH:30]=[CH:29][CH:28]=3)[N:16]=2)=[C:12]2[C:7]=1[CH:8]=[CH:9][CH:10]=[CH:11]2, predict the reactants needed to synthesize it. The reactants are: [CH:1]1[C:14]2[C:5](=[CH:6][C:7]3[C:12]([C:13]=2[C:15]2[CH:20]=[C:19]([C:21]4[CH:26]=[CH:25][CH:24]=[CH:23][N:22]=4)[N:18]=[C:17]([C:27]4[CH:32]=[CH:31][CH:30]=[CH:29][CH:28]=4)[N:16]=2)=[CH:11][CH:10]=[CH:9][CH:8]=3)[CH:4]=[CH:3][CH:2]=1.[Br:33]N1C(=O)CCC1=O. (2) Given the product [NH2:86][C@H:87]([C:95]([NH:43][C@H:11]([C:51]([NH:14][C@H:15]([C:26]([NH:28][C@H:29]([C:37]([O:39][CH3:40])=[O:38])[CH2:30][CH2:31][CH2:32][NH:33][C:34](=[NH:35])[NH2:36])=[O:27])[CH2:16][C:17]1[C:25]2[C:20](=[CH:21][CH:22]=[CH:23][CH:24]=2)[NH:19][CH:18]=1)=[O:55])[CH2:10][C:3]1[C:4]2[C:9](=[CH:8][CH:7]=[CH:6][CH:5]=2)[NH:1][CH:2]=1)=[O:97])[CH2:88][CH2:89][CH2:90][NH:91][C:92](=[NH:94])[NH2:93], predict the reactants needed to synthesize it. The reactants are: [NH:1]1[C:9]2[C:4](=[CH:5][CH:6]=[CH:7][CH:8]=2)[C:3]([CH2:10][C:11](O)=O)=[CH:2]1.[NH2:14][C@H:15]([C:26]([NH:28][C@H:29]([C:37]([O:39][CH3:40])=[O:38])[CH2:30][CH2:31][CH2:32][NH:33][C:34](=[NH:36])[NH2:35])=[O:27])[CH2:16][C:17]1[C:25]2[C:20](=[CH:21][CH:22]=[CH:23][CH:24]=2)[NH:19][CH:18]=1.C([N:43](CC)CC)C.CN([C:51]([O:55]N1N=NC2C=CC=CC1=2)=[N+](C)C)C.F[P-](F)(F)(F)(F)F.N(C(OC(C)(C)C)=O)[C@H](C([NH:86][C@H:87]([C:95]([O:97]C)=O)[CH2:88][CH2:89][CH2:90][NH:91][C:92](=[NH:94])[NH2:93])=O)CC1C2C(=CC=CC=2)NC=1. (3) The reactants are: [CH:1]([CH:14]1[CH2:19][CH2:18][CH:17]=[CH:16][O:15]1)([C:8]1[CH:13]=[CH:12][CH:11]=[CH:10][CH:9]=1)[C:2]1[CH:7]=[CH:6][CH:5]=[CH:4][CH:3]=1.[OH-:20].[Na+].OO. Given the product [CH:1]([C@@H:14]1[O:15][CH2:16][C@@H:17]([OH:20])[CH2:18][CH2:19]1)([C:8]1[CH:9]=[CH:10][CH:11]=[CH:12][CH:13]=1)[C:2]1[CH:7]=[CH:6][CH:5]=[CH:4][CH:3]=1, predict the reactants needed to synthesize it. (4) The reactants are: Cl[C:2]1[N:7]=[C:6]([NH:8][CH2:9][C:10]2[CH:15]=[CH:14][C:13]([O:16][CH3:17])=[CH:12][CH:11]=2)[C:5]([N+:18]([O-:20])=[O:19])=[CH:4][CH:3]=1.[C:21]1([OH:27])[CH:26]=[CH:25][CH:24]=[CH:23][CH:22]=1.[H-].[Na+]. Given the product [CH3:17][O:16][C:13]1[CH:14]=[CH:15][C:10]([CH2:9][NH:8][C:6]2[C:5]([N+:18]([O-:20])=[O:19])=[CH:4][CH:3]=[C:2]([O:27][C:21]3[CH:26]=[CH:25][CH:24]=[CH:23][CH:22]=3)[N:7]=2)=[CH:11][CH:12]=1, predict the reactants needed to synthesize it.